This data is from Choline transporter screen with 302,306 compounds. The task is: Binary Classification. Given a drug SMILES string, predict its activity (active/inactive) in a high-throughput screening assay against a specified biological target. (1) The molecule is O=C(N1CCN(CC1)c1ncccn1)C1(NC(=O)Nc2ccccc2)CCCCC1. The result is 0 (inactive). (2) The drug is O=C(Nc1oc(nn1)c1ccncc1)C(C)(C)C. The result is 0 (inactive). (3) The molecule is [O-][N+](=O)c1ccc(N\N=C\c2c3c(n(Cc4c(cccc4)C#N)c2)cccc3)nc1. The result is 0 (inactive). (4) The drug is FC(F)(F)c1[nH]c(=O)nc(c2ccccc2)c1. The result is 0 (inactive). (5) The molecule is s1c(c2nnc(N3CCCCCC3)c3c2cccc3)ccc1. The result is 0 (inactive).